Dataset: CYP2D6 inhibition data for predicting drug metabolism from PubChem BioAssay. Task: Regression/Classification. Given a drug SMILES string, predict its absorption, distribution, metabolism, or excretion properties. Task type varies by dataset: regression for continuous measurements (e.g., permeability, clearance, half-life) or binary classification for categorical outcomes (e.g., BBB penetration, CYP inhibition). Dataset: cyp2d6_veith. The molecule is CC(=NC1CCCCC1)c1ccccc1O. The result is 0 (non-inhibitor).